Dataset: Retrosynthesis with 50K atom-mapped reactions and 10 reaction types from USPTO. Task: Predict the reactants needed to synthesize the given product. (1) Given the product O=c1cc(C2CCNCC2)n2nc3cccc(-c4nccs4)c3c2[nH]1, predict the reactants needed to synthesize it. The reactants are: CC(C)(C)OC(=O)N1CCC(c2cc(=O)[nH]c3c4c(-c5nccs5)cccc4nn23)CC1. (2) Given the product CCN(Cc1cc(Br)ccc1O)c1ccc(C(=O)O)cn1, predict the reactants needed to synthesize it. The reactants are: CCN(Cc1cc(Br)ccc1O)c1ccc(C(=O)OC)cn1. (3) Given the product CCOC(=O)CCCOc1cc(C)c(N(C(=O)OC(C)(C)C)C(=O)OC(C)(C)C)c(NCc2ccc(Cl)cc2Cl)c1, predict the reactants needed to synthesize it. The reactants are: CCOC(=O)CCCOc1cc(C)c(N(C(=O)OC(C)(C)C)C(=O)OC(C)(C)C)c(N)c1.ClCc1ccc(Cl)cc1Cl. (4) The reactants are: CCS(=O)(=O)Nc1ccc(CCN)cc1.O=C(O)c1ccnc2[nH]c(-c3ccc(Cl)cc3)nc12. Given the product CCS(=O)(=O)Nc1ccc(CCNC(=O)c2ccnc3[nH]c(-c4ccc(Cl)cc4)nc23)cc1, predict the reactants needed to synthesize it. (5) The reactants are: COc1cccc2occc12.C[Sn](C)(C)Cl. Given the product COc1cccc2oc([Sn](C)(C)C)cc12, predict the reactants needed to synthesize it. (6) Given the product Clc1ccc2[nH]c(C3CNC3)nc2c1, predict the reactants needed to synthesize it. The reactants are: CC(C)(C)OC(=O)N1CC(c2nc3cc(Cl)ccc3[nH]2)C1. (7) Given the product COCCOc1ccc(Br)cc1CNc1ccc2ncc(C#N)c(Nc3ccc(F)c(Cl)c3)c2c1, predict the reactants needed to synthesize it. The reactants are: COCCOc1ccc(Br)cc1C=O.N#Cc1cnc2ccc(N)cc2c1Nc1ccc(F)c(Cl)c1. (8) Given the product Oc1ccc(-n2c(-c3ccc[nH]3)nc3ccccc32)cc1, predict the reactants needed to synthesize it. The reactants are: COc1ccc(-n2c(-c3ccc[nH]3)nc3ccccc32)cc1.